Predict the reactants needed to synthesize the given product. From a dataset of Full USPTO retrosynthesis dataset with 1.9M reactions from patents (1976-2016). Given the product [Br:10][C:11]1[N:16]=[C:15]([NH:9][C:7]2[CH:8]=[C:4]([CH:1]3[CH2:3][CH2:2]3)[NH:5][N:6]=2)[C:14]([C:18]#[C:19][Si:20]([CH3:21])([CH3:23])[CH3:22])=[CH:13][N:12]=1, predict the reactants needed to synthesize it. The reactants are: [CH:1]1([C:4]2[CH:8]=[C:7]([NH2:9])[NH:6][N:5]=2)[CH2:3][CH2:2]1.[Br:10][C:11]1[N:16]=[C:15](Br)[C:14]([C:18]#[C:19][Si:20]([CH3:23])([CH3:22])[CH3:21])=[CH:13][N:12]=1.